This data is from Reaction yield outcomes from USPTO patents with 853,638 reactions. The task is: Predict the reaction yield, written as a fraction of the theoretical maximum amount of product (1.0 means a 100% yield; for example, 0.34 means a 34% yield). (1) The reactants are Cl.[OH:2][NH2:3].C(=O)([O-])[O-].[Na+].[Na+].[O:10]1[C:14]2([CH2:19][CH2:18][CH2:17][CH2:16][CH2:15]2)[O:13][CH2:12][C@@H:11]1[CH:20]=O. The catalyst is O.C1COCC1. The product is [O:10]1[C:14]2([CH2:19][CH2:18][CH2:17][CH2:16][CH2:15]2)[O:13][CH2:12][C@@H:11]1[CH:20]=[N:3][OH:2]. The yield is 0.990. (2) The reactants are [CH3:1][C:2]1([CH3:33])[C:8](=[O:9])[NH:7][C:6]2[N:10]=[CH:11][C:12](/[CH:14]=[CH:15]/[C:16]([N:18]([CH2:20][C:21]3[CH:26]=[CH:25][CH:24]=[C:23]([O:27][CH3:28])[C:22]=3[O:29][CH2:30][CH2:31][CH3:32])[CH3:19])=[O:17])=[CH:13][C:5]=2[CH2:4][NH:3]1.[ClH:34]. The catalyst is C(Cl)Cl.CCOCC. The product is [ClH:34].[CH3:1][C:2]1([CH3:33])[C:8](=[O:9])[NH:7][C:6]2[N:10]=[CH:11][C:12](/[CH:14]=[CH:15]/[C:16]([N:18]([CH2:20][C:21]3[CH:26]=[CH:25][CH:24]=[C:23]([O:27][CH3:28])[C:22]=3[O:29][CH2:30][CH2:31][CH3:32])[CH3:19])=[O:17])=[CH:13][C:5]=2[CH2:4][NH:3]1. The yield is 0.840. (3) The reactants are [Mg].II.Br[C:5]1[CH:10]=[CH:9][CH:8]=[CH:7][C:6]=1[O:11][CH3:12].[CH3:13][O:14][C:15]1[CH:22]=[CH:21][CH:20]=[CH:19][C:16]=1[CH:17]=[O:18].Cl. The catalyst is CCOCC.O.C1COCC1. The product is [CH3:12][O:11][C:6]1[CH:7]=[CH:8][CH:9]=[CH:10][C:5]=1[CH:17]([C:16]1[CH:19]=[CH:20][CH:21]=[CH:22][C:15]=1[O:14][CH3:13])[OH:18]. The yield is 0.940. (4) The reactants are Cl[CH2:2][C:3]1[N:4]=[C:5]([C:9]2[CH:14]=[CH:13][CH:12]=[CH:11][CH:10]=2)[O:6][C:7]=1[CH3:8].[OH:15][C:16]1[CH:21]=[CH:20][C:19]([C:22]([C:24]2[CH:29]=[CH:28][C:27]([O:30][CH3:31])=[CH:26][C:25]=2[O:32][CH2:33][O:34][CH3:35])=[O:23])=[CH:18][CH:17]=1.C(=O)([O-])[O-].[K+].[K+].CN(C)C=O. The catalyst is O. The product is [CH3:31][O:30][C:27]1[CH:28]=[CH:29][C:24]([C:22]([C:19]2[CH:20]=[CH:21][C:16]([O:15][CH2:2][C:3]3[N:4]=[C:5]([C:9]4[CH:14]=[CH:13][CH:12]=[CH:11][CH:10]=4)[O:6][C:7]=3[CH3:8])=[CH:17][CH:18]=2)=[O:23])=[C:25]([O:32][CH2:33][O:34][CH3:35])[CH:26]=1. The yield is 0.610. (5) The reactants are [CH3:1][C:2]([N+:10]([O-:12])=[O:11])([CH3:9])[CH2:3][CH2:4][C:5](OC)=[O:6].[BH4-].[Na+].O.Cl. The catalyst is C(O)C. The product is [CH3:1][C:2]([N+:10]([O-:12])=[O:11])([CH3:9])[CH2:3][CH2:4][CH2:5][OH:6]. The yield is 0.912. (6) The reactants are C[O:2][C:3]([C:5]1[C:14]2[C:9](=[CH:10][CH:11]=[C:12]([O:16][CH3:17])[C:13]=2[F:15])[N:8]=[CH:7][C:6]=1[O:18]C(=O)C)=O.[H-].[Al+3].[Li+].[H-].[H-].[H-]. The catalyst is O1CCCC1.[Cl-].[Na+].O.ClCCl.CO. The product is [F:15][C:13]1[C:12]([O:16][CH3:17])=[CH:11][CH:10]=[C:9]2[C:14]=1[C:5]([CH2:3][OH:2])=[C:6]([OH:18])[CH:7]=[N:8]2. The yield is 0.230.